The task is: Predict which catalyst facilitates the given reaction.. This data is from Catalyst prediction with 721,799 reactions and 888 catalyst types from USPTO. (1) Reactant: [Br:1][C:2]1[CH:7]=[CH:6][C:5]([N:8]2[CH2:13][CH2:12][S:11][CH2:10][CH2:9]2)=[CH:4][CH:3]=1.I(O)(=O)(=O)=[O:15].CCOC(C)=O. Product: [Br:1][C:2]1[CH:3]=[CH:4][C:5]([N:8]2[CH2:13][CH2:12][S:11](=[O:15])[CH2:10][CH2:9]2)=[CH:6][CH:7]=1. The catalyst class is: 23. (2) Reactant: [Cl:1][C:2]1[CH:3]=[C:4]([CH:10]([C:23]([F:26])([F:25])[F:24])/[CH:11]=[CH:12]/[C:13]2[CH:14]=[C:15]3[C:19](=[CH:20][CH:21]=2)[N:18]([NH2:22])[CH2:17][CH2:16]3)[CH:5]=[C:6]([Cl:9])[C:7]=1[F:8].[F:27][C:28]([F:34])([F:33])[CH2:29][C:30](O)=[O:31].C1CN([P+](ON2N=NC3C=CC=CC2=3)(N2CCCC2)N2CCCC2)CC1.F[P-](F)(F)(F)(F)F.CCN(C(C)C)C(C)C. Product: [Cl:1][C:2]1[CH:3]=[C:4]([CH:10]([C:23]([F:24])([F:25])[F:26])/[CH:11]=[CH:12]/[C:13]2[CH:14]=[C:15]3[C:19](=[CH:20][CH:21]=2)[N:18]([NH:22][C:30](=[O:31])[CH2:29][C:28]([F:34])([F:33])[F:27])[CH2:17][CH2:16]3)[CH:5]=[C:6]([Cl:9])[C:7]=1[F:8]. The catalyst class is: 2. (3) Reactant: [C:1]([C:9]1[S:10][CH:11]=[C:12]([Br:15])[C:13]=1Br)(=O)[C:2]1[CH:7]=[CH:6][CH:5]=[CH:4][CH:3]=1.C([O-])([O-])=O.[K+].[K+].[C:22]([O:26][CH2:27][CH3:28])(=[O:25])[CH2:23][SH:24].O. Product: [Br:15][C:12]1[C:13]2[S:24][C:23]([C:22]([O:26][CH2:27][CH3:28])=[O:25])=[C:1]([C:2]3[CH:7]=[CH:6][CH:5]=[CH:4][CH:3]=3)[C:9]=2[S:10][CH:11]=1. The catalyst class is: 3. (4) Reactant: C(N(CC)CC)C.[OH:8][C:9]1[C:10](=[O:20])[C:11]2[C:16]([C:17](=[O:19])[CH:18]=1)=[CH:15][CH:14]=[CH:13][CH:12]=2.[C:21](OC(=O)C)(=[O:23])[CH3:22]. The catalyst class is: 13. Product: [C:21]([O:8][C:9]1[C:10](=[O:20])[C:11]2[C:16]([C:17](=[O:19])[CH:18]=1)=[CH:15][CH:14]=[CH:13][CH:12]=2)(=[O:23])[CH3:22]. (5) Reactant: Cl[C:2]1[N:11]=[C:10]([NH2:12])[C:9]2[C:4](=[CH:5][CH:6]=[CH:7][CH:8]=2)[N:3]=1.[NH2:13][NH2:14]. Product: [NH:13]([C:2]1[N:11]=[C:10]([NH2:12])[C:9]2[C:4](=[CH:5][CH:6]=[CH:7][CH:8]=2)[N:3]=1)[NH2:14]. The catalyst class is: 8. (6) Reactant: [Cl:1][C:2]1[C:9]([OH:10])=[CH:8][CH:7]=[C:6]([OH:11])[C:3]=1[CH:4]=O.Cl.[NH2:13][OH:14].[OH-].[Na+]. Product: [Cl:1][C:2]1[C:9]([OH:10])=[CH:8][CH:7]=[C:6]([OH:11])[C:3]=1/[CH:4]=[N:13]/[OH:14]. The catalyst class is: 88. (7) Reactant: [CH2:1]([O:8][C:9]1[C:10]2[CH2:11][N:12]([CH2:33][C:34]([O:36]C)=[O:35])[CH2:13][CH2:14][N:15]([CH2:28][C:29]([O:31]C)=[O:30])[CH2:16][CH2:17][N:18]([CH2:24][C:25]([OH:27])=[O:26])[CH2:19][C:20]([N:23]=2)=[CH:21][CH:22]=1)[C:2]1[CH:7]=[CH:6][CH:5]=[CH:4][CH:3]=1.[OH-].[Na+]. Product: [CH2:1]([O:8][C:9]1[C:10]2[CH2:11][N:12]([CH2:33][C:34]([OH:36])=[O:35])[CH2:13][CH2:14][N:15]([CH2:28][C:29]([OH:31])=[O:30])[CH2:16][CH2:17][N:18]([CH2:24][C:25]([OH:27])=[O:26])[CH2:19][C:20]([N:23]=2)=[CH:21][CH:22]=1)[C:2]1[CH:3]=[CH:4][CH:5]=[CH:6][CH:7]=1. The catalyst class is: 5. (8) Reactant: Br[CH2:2][CH2:3][CH2:4][C:5]1[CH:10]=[CH:9][C:8]([NH:11][C:12]#[N:13])=[CH:7][CH:6]=1.[CH3:14][N:15]1[C:19]([C:20]#[N:21])=CC=C1B(O)O.C(=O)([O-])[O-].[K+].[K+].[C:31](P(C(C)(C)C)C(C)(C)C)(C)([CH3:33])[CH3:32].[Br-]. Product: [C:20]([C:19]1[N:15]([CH3:14])[C:4]([C:5]2[CH:10]=[CH:9][C:8]([NH:11][C:12]#[N:13])=[C:7]([CH2:32][CH2:31][CH3:33])[CH:6]=2)=[CH:3][CH:2]=1)#[N:21]. The catalyst class is: 1. (9) Reactant: Cl[C:2]1[C:7]([C:8]([F:11])([F:10])[F:9])=[CH:6][N:5]=[C:4]([NH:12][C:13]2[CH:18]=[CH:17][C:16]([P:19]([CH3:22])([CH3:21])=[O:20])=[CH:15][CH:14]=2)[N:3]=1.C(N(CC)CC)C.[NH2:30][CH2:31][CH2:32][C:33]1[C:41]2[C:36](=[CH:37][CH:38]=[CH:39][CH:40]=2)[NH:35][CH:34]=1. Product: [CH3:21][P:19]([C:16]1[CH:17]=[CH:18][C:13]([NH:12][C:4]2[N:3]=[C:2]([NH:30][CH2:31][CH2:32][C:33]3[C:41]4[C:36](=[CH:37][CH:38]=[CH:39][CH:40]=4)[NH:35][CH:34]=3)[C:7]([C:8]([F:11])([F:10])[F:9])=[CH:6][N:5]=2)=[CH:14][CH:15]=1)([CH3:22])=[O:20]. The catalyst class is: 8.